Dataset: Reaction yield outcomes from USPTO patents with 853,638 reactions. Task: Predict the reaction yield, written as a fraction of the theoretical maximum amount of product (1.0 means a 100% yield; for example, 0.34 means a 34% yield). (1) The reactants are Br[CH2:2][C:3]([C:5]1[CH:10]=[C:9]([Br:11])[CH:8]=[CH:7][C:6]=1[O:12][CH3:13])=O.[N:14]1[CH:19]=[CH:18][CH:17]=[CH:16][C:15]=1[NH2:20]. The catalyst is CCO. The product is [Br:11][C:9]1[CH:8]=[CH:7][C:6]([O:12][CH3:13])=[C:5]([C:3]2[N:20]=[C:15]3[CH:16]=[CH:17][CH:18]=[CH:19][N:14]3[CH:2]=2)[CH:10]=1. The yield is 0.0500. (2) The product is [C:24]1([C:8]2[CH:21]=[CH:22][C:11]([C:41]3([OH:43])[C:40]4[CH:39]=[CH:38][CH:37]=[CH:36][C:35]=4[C:34]([C:14]4[CH:23]=[CH:18][C:17]([C:8]5[C:21]6[C:22]7=[C:23]8[C:18](=[CH:19][CH:20]=6)[CH:17]=[CH:16][CH:15]=[C:14]8[CH:13]=[CH:12][C:11]7=[CH:10][CH:9]=5)=[CH:16][CH:15]=4)([OH:44])[C:33]4[C:42]3=[CH:29][CH:30]=[CH:31][CH:32]=4)=[CH:10][CH:9]=2)[C:52]2[C:47]3=[C:48]4[C:49](=[CH:50][CH:51]=2)[CH:52]=[CH:51][CH:50]=[C:49]4[CH:48]=[CH:47][C:27]3=[CH:26][CH:25]=1. The catalyst is C1COCC1.C1(C)C=CC=CC=1. The reactants are BrC1C=CC=CC=1[C:8]1[C:21]2[C:22]3=[C:23]4[C:18](=[CH:19][CH:20]=2)[CH:17]=[CH:16][CH:15]=[C:14]4[CH:13]=[CH:12][C:11]3=[CH:10][CH:9]=1.[CH2:24]([Li])[CH2:25][CH2:26][CH3:27].[CH:29]1[C:42]2[C:41](=[O:43])[C:40]3[C:35](=[CH:36][CH:37]=[CH:38][CH:39]=3)[C:34](=[O:44])[C:33]=2[CH:32]=[CH:31][CH:30]=1.[Cl-].[NH4+].[CH3:47][CH2:48][CH2:49][CH2:50][CH2:51][CH3:52]. The yield is 0.880. (3) The reactants are [F:1][CH2:2][C@:3]1([C:40]([O:42]CC2C=CC=CC=2)=[O:41])[CH2:8][CH2:7][C:6]([C:9]2[C:10]([CH3:39])([CH3:38])[C@H:11]3[C@:24]([CH3:27])([CH2:25][CH:26]=2)[C@@H:23]2[C@:14]([CH3:37])([C@@:15]4([CH3:36])[C@H:20]([CH2:21][CH2:22]2)[C@H:19]2[C@H:28]([C:31]([CH3:33])=[CH2:32])[CH2:29][CH2:30][C@:18]2([CH:34]=O)[CH2:17][CH2:16]4)[CH2:13][CH2:12]3)=[CH:5][CH2:4]1.C(O)(=O)C.[NH2:54][CH2:55][CH2:56][CH2:57][N:58]1[CH2:63][CH2:62][S:61](=[O:65])(=[O:64])[CH2:60][CH2:59]1.C(O[BH-](OC(=O)C)OC(=O)C)(=O)C.[Na+]. The catalyst is ClCCCl.C([O-])(O)=O.[Na+]. The product is [O:64]=[S:61]1(=[O:65])[CH2:60][CH2:59][N:58]([CH2:57][CH2:56][CH2:55][NH:54][CH2:34][C@:18]23[CH2:30][CH2:29][C@@H:28]([C:31]([CH3:33])=[CH2:32])[C@@H:19]2[C@@H:20]2[C@@:15]([CH3:36])([CH2:16][CH2:17]3)[C@@:14]3([CH3:37])[C@@H:23]([C@:24]4([CH3:27])[C@@H:11]([CH2:12][CH2:13]3)[C:10]([CH3:38])([CH3:39])[C:9]([C:6]3[CH2:7][CH2:8][C@:3]([CH2:2][F:1])([C:40]([OH:42])=[O:41])[CH2:4][CH:5]=3)=[CH:26][CH2:25]4)[CH2:22][CH2:21]2)[CH2:63][CH2:62]1. The yield is 0.840.